From a dataset of Reaction yield outcomes from USPTO patents with 853,638 reactions. Predict the reaction yield, written as a fraction of the theoretical maximum amount of product (1.0 means a 100% yield; for example, 0.34 means a 34% yield). (1) The reactants are [C:1]([C:5]1[CH:11]=[CH:10][C:9]([N+:12]([O-:14])=[O:13])=[CH:8][C:6]=1N)([CH3:4])([CH3:3])[CH3:2].N([O-])=[O:16].[Na+].NC(N)=O.OS(O)(=O)=O.O. The catalyst is OS(O)(=O)=O.O. The product is [C:1]([C:5]1[CH:11]=[CH:10][C:9]([N+:12]([O-:14])=[O:13])=[CH:8][C:6]=1[OH:16])([CH3:4])([CH3:3])[CH3:2]. The yield is 0.620. (2) The reactants are [O:1]=[C:2]1[NH:8][C:7]2[CH:9]=[CH:10][CH:11]=[CH:12][C:6]=2[O:5][C@H:4]([C:13]2[CH:18]=[CH:17][CH:16]=[CH:15][CH:14]=2)[C@@H:3]1[NH:19][C:20](=[O:24])[C@H:21]([CH3:23])[NH2:22].[F:25][C:26]1[CH:27]=[C:28]([CH2:33][C:34](O)=[O:35])[CH:29]=[C:30]([F:32])[CH:31]=1.C1C=CC2N(O)N=NC=2C=1.CN1CCOCC1.CCN=C=NCCCN(C)C.Cl. The product is [F:25][C:26]1[CH:27]=[C:28]([CH2:33][C:34]([NH:22][C@H:21]([C:20]([NH:19][C@@H:3]2[C:2](=[O:1])[NH:8][C:7]3[CH:9]=[CH:10][CH:11]=[CH:12][C:6]=3[O:5][C@@H:4]2[C:13]2[CH:18]=[CH:17][CH:16]=[CH:15][CH:14]=2)=[O:24])[CH3:23])=[O:35])[CH:29]=[C:30]([F:32])[CH:31]=1. The yield is 0.860. The catalyst is ClCCl. (3) The reactants are [C:1]1([C:7]#[C:8][C:9]2[CH:10]=[N:11][CH:12]=[C:13]([CH:17]=2)[C:14]([OH:16])=O)[CH:6]=[CH:5][CH:4]=[CH:3][CH:2]=1.CN(C(ON1N=NC2C=CC=CC1=2)=[N+](C)C)C.F[P-](F)(F)(F)(F)F.[NH:42]1[CH:46]=[CH:45][N:44]=[C:43]1[NH:47][C:48]([C:50]1[C:58]2[NH:57][C:56]([NH2:59])=[N:55][C:54]=2[CH:53]=[CH:52][CH:51]=1)=[O:49].C([O-])(O)=O.[Na+]. The catalyst is CN(C=O)C.CCN(C(C)C)C(C)C.O. The product is [NH:44]1[CH:45]=[CH:46][N:42]=[C:43]1[NH:47][C:48]([C:50]1[C:58]2[N:57]=[C:56]([NH:59][C:14]([C:13]3[CH:12]=[N:11][CH:10]=[C:9]([C:8]#[C:7][C:1]4[CH:2]=[CH:3][CH:4]=[CH:5][CH:6]=4)[CH:17]=3)=[O:16])[NH:55][C:54]=2[CH:53]=[CH:52][CH:51]=1)=[O:49]. The yield is 0.430. (4) The reactants are C([O-])(=O)C.[Na+].[CH:6]1([C:9](=[N:34]O)[NH:10][C:11]([CH:13]2[CH2:18][C:17]([CH2:32][CH3:33])([S:19]([C:22]3[CH:27]=[CH:26][CH:25]=[C:24]([C:28]([F:31])([F:30])[F:29])[CH:23]=3)(=[O:21])=[O:20])[CH2:16][CH2:15][O:14]2)=[O:12])[CH2:8][CH2:7]1. The catalyst is CCO.O. The product is [CH:6]1([C:9]2[N:10]=[C:11]([CH:13]3[CH2:18][C:17]([CH2:32][CH3:33])([S:19]([C:22]4[CH:27]=[CH:26][CH:25]=[C:24]([C:28]([F:31])([F:29])[F:30])[CH:23]=4)(=[O:20])=[O:21])[CH2:16][CH2:15][O:14]3)[O:12][N:34]=2)[CH2:7][CH2:8]1. The yield is 0.440. (5) The catalyst is CN(C)C=O. The product is [C:3]([O:7][C:8]([N:10]([CH3:19])[C:11]1[CH:16]=[CH:15][CH:14]=[C:13]([CH3:17])[N:12]=1)=[O:9])([CH3:6])([CH3:5])[CH3:4]. The reactants are [H-].[Na+].[C:3]([O:7][C:8]([NH:10][C:11]1[CH:16]=[CH:15][CH:14]=[C:13]([CH3:17])[N:12]=1)=[O:9])([CH3:6])([CH3:5])[CH3:4].I[CH3:19]. The yield is 0.570. (6) The reactants are C[O:2][C:3](=O)[CH2:4][CH2:5][CH2:6][CH:7]1[CH2:12][CH2:11][N:10]([CH2:13][CH2:14][CH2:15][CH2:16][N:17]2[C:25](=[O:26])[CH:24]3[CH:19]([CH:20]=[CH:21][CH:22]=[CH:23]3)[C:18]2=[O:27])[CH2:9][CH2:8]1.[NH3:29]. No catalyst specified. The product is [O:27]=[C:18]1[CH:19]2[CH:24]([CH:23]=[CH:22][CH:21]=[CH:20]2)[C:25](=[O:26])[N:17]1[CH2:16][CH2:15][CH2:14][CH2:13][N:10]1[CH2:11][CH2:12][CH:7]([CH2:6][CH2:5][CH2:4][C:3]([NH2:29])=[O:2])[CH2:8][CH2:9]1. The yield is 0.400. (7) The reactants are [N+:1]([C:4]1[CH:5]=[CH:6][C:7]([NH2:10])=[N:8][CH:9]=1)([O-:3])=[O:2].Br[CH2:12][C:13](=O)[C:14]([O:16][CH2:17][CH3:18])=[O:15]. The catalyst is CCO. The product is [N+:1]([C:4]1[CH:5]=[CH:6][C:7]2[N:8]([CH:12]=[C:13]([C:14]([O:16][CH2:17][CH3:18])=[O:15])[N:10]=2)[CH:9]=1)([O-:3])=[O:2]. The yield is 0.900.